From a dataset of Reaction yield outcomes from USPTO patents with 853,638 reactions. Predict the reaction yield, written as a fraction of the theoretical maximum amount of product (1.0 means a 100% yield; for example, 0.34 means a 34% yield). (1) The reactants are [F:1][C:2]([F:7])([F:6])[C:3](O)=O.[CH:8]([N:11]1[C:15]([C:16]2[N:25]=[C:24]3[N:18]([CH2:19][CH2:20][O:21][C:22]4[CH:29]=[C:28]([CH:30]5[CH2:35][CH2:34][NH:33][CH2:32][CH2:31]5)[CH:27]=[CH:26][C:23]=43)[CH:17]=2)=[N:14][CH:13]=[N:12]1)([CH3:10])[CH3:9].FC(F)(F)S(OCC(F)(F)F)(=O)=O. The catalyst is C1COCC1. The product is [CH:8]([N:11]1[C:15]([C:16]2[N:25]=[C:24]3[C:23]4[CH:26]=[CH:27][C:28]([CH:30]5[CH2:35][CH2:34][N:33]([CH2:3][C:2]([F:7])([F:6])[F:1])[CH2:32][CH2:31]5)=[CH:29][C:22]=4[O:21][CH2:20][CH2:19][N:18]3[CH:17]=2)=[N:14][CH:13]=[N:12]1)([CH3:10])[CH3:9]. The yield is 0.230. (2) The reactants are Cl[C:2]1[C:7]([N+:8]([O-:10])=[O:9])=[CH:6][CH:5]=[C:4]([Cl:11])[N:3]=1.[NH2:12][C:13]1[CH:18]=[CH:17][CH:16]=[CH:15][CH:14]=1.CCN(C(C)C)C(C)C. The catalyst is O1CCOCC1. The product is [Cl:11][C:4]1[N:3]=[C:2]([NH:12][C:13]2[CH:18]=[CH:17][CH:16]=[CH:15][CH:14]=2)[C:7]([N+:8]([O-:10])=[O:9])=[CH:6][CH:5]=1. The yield is 0.617. (3) The reactants are [CH2:1]([N:8]([CH2:15][C:16]1[CH:24]=[CH:23][C:19]([C:20](O)=[O:21])=[C:18]([C:25]2[CH:30]=[CH:29][CH:28]=[CH:27][C:26]=2[CH3:31])[CH:17]=1)[C:9]1[CH:10]=[N:11][CH:12]=[CH:13][CH:14]=1)[C:2]1[CH:7]=[CH:6][CH:5]=[CH:4][CH:3]=1.Cl.[CH3:33][O:34][C:35](=[O:42])[C@H:36]([CH2:38][CH2:39][S:40][CH3:41])[NH2:37].C1C=C2C(N(O)N=NC2=CC=1)=O.CCN=C=NCCCN(C)C.CN1CCOCC1. The yield is 0.960. The catalyst is CN(C=O)C.O. The product is [CH3:33][O:34][C:35](=[O:42])[C@H:36]([CH2:38][CH2:39][S:40][CH3:41])[NH:37][C:20](=[O:21])[C:19]1[CH:23]=[CH:24][C:16]([CH2:15][N:8]([CH2:1][C:2]2[CH:7]=[CH:6][CH:5]=[CH:4][CH:3]=2)[C:9]2[CH:10]=[N:11][CH:12]=[CH:13][CH:14]=2)=[CH:17][C:18]=1[C:25]1[CH:30]=[CH:29][CH:28]=[CH:27][C:26]=1[CH3:31]. (4) The reactants are C([Si]([O:8][CH2:9][C:10]1[CH:15]=[C:14]([O:16][CH2:17][CH3:18])[C:13]([F:19])=[C:12]([O:20][CH2:21][CH3:22])[CH:11]=1)(C)C)(C)(C)C. The catalyst is CO. The product is [CH2:21]([O:20][C:12]1[CH:11]=[C:10]([CH2:9][OH:8])[CH:15]=[C:14]([O:16][CH2:17][CH3:18])[C:13]=1[F:19])[CH3:22]. The yield is 1.00. (5) The reactants are [C:1]([OH:4])(=[O:3])[CH3:2].C(C1C=CC(C2C=CC(O)=C(C3NC4C=CC(C(N)=N)=CC=4N=3)C=2)=CC=1)(=N)N.O[NH:34][C:35]([C:37]1[CH:61]=[CH:60][C:40]2[NH:41][C:42]([C:44]3[CH:49]=[CH:48][C:47]([C:50]4[CH:55]=[CH:54][C:53]([C:56](=[NH:59])[NH:57]O)=[CH:52][N:51]=4)=[CH:46][CH:45]=3)=[N:43][C:39]=2[CH:38]=1)=[NH:36]. No catalyst specified. The product is [C:1]([OH:4])(=[O:3])[CH3:2].[C:56]([C:53]1[CH:54]=[CH:55][C:50]([C:47]2[CH:46]=[CH:45][C:44]([C:42]3[NH:41][C:40]4[CH:60]=[CH:61][C:37]([C:35]([NH2:36])=[NH:34])=[CH:38][C:39]=4[N:43]=3)=[CH:49][CH:48]=2)=[N:51][CH:52]=1)(=[NH:57])[NH2:59]. The yield is 0.820.